Dataset: Full USPTO retrosynthesis dataset with 1.9M reactions from patents (1976-2016). Task: Predict the reactants needed to synthesize the given product. (1) Given the product [CH2:13]([O:12][C:10](=[O:11])[C:9](=[O:15])[CH2:2][C:1]([C:4]1[S:8][CH:7]=[N:6][CH:5]=1)=[O:3])[CH3:14], predict the reactants needed to synthesize it. The reactants are: [C:1]([C:4]1[S:8][CH:7]=[N:6][CH:5]=1)(=[O:3])[CH3:2].[C:9](OCC)(=[O:15])[C:10]([O:12][CH2:13][CH3:14])=[O:11].O.C(OCC)C. (2) Given the product [Cl:35][C:12]1[C:11]([CH:8]2[CH2:7][CH2:6][N:5]([CH:3]3[CH2:2][N:1]([S:37]([CH3:36])(=[O:39])=[O:38])[CH2:4]3)[CH2:10][CH2:9]2)=[CH:16][C:15]([C:17]#[N:18])=[CH:14][C:13]=1[NH:19][C:20]1[N:25]=[C:24]([NH:26][CH:27]2[CH2:28][CH2:29]2)[C:23]2=[N:30][CH:31]=[C:32]([C:33]#[N:34])[N:22]2[N:21]=1, predict the reactants needed to synthesize it. The reactants are: [NH:1]1[CH2:4][CH:3]([N:5]2[CH2:10][CH2:9][CH:8]([C:11]3[C:12]([Cl:35])=[C:13]([NH:19][C:20]4[N:25]=[C:24]([NH:26][CH:27]5[CH2:29][CH2:28]5)[C:23]5=[N:30][CH:31]=[C:32]([C:33]#[N:34])[N:22]5[N:21]=4)[CH:14]=[C:15]([C:17]#[N:18])[CH:16]=3)[CH2:7][CH2:6]2)[CH2:2]1.[CH3:36][S:37](Cl)(=[O:39])=[O:38].